Dataset: Reaction yield outcomes from USPTO patents with 853,638 reactions. Task: Predict the reaction yield, written as a fraction of the theoretical maximum amount of product (1.0 means a 100% yield; for example, 0.34 means a 34% yield). (1) The reactants are [Cl:1][C:2]1[CH:3]=[C:4]([CH:7]=[CH:8][CH:9]=1)[CH:5]=O.CC1C=CC(S([O-])(=O)=O)=CC=1.C1C=C[NH+]=CC=1.[CH3:27][C:28]([S@@:31]([NH2:33])=[O:32])([CH3:30])[CH3:29].[O-]S([O-])(=O)=O.[Mg+2]. The catalyst is C(Cl)Cl. The product is [Cl:1][C:2]1[CH:3]=[C:4]([CH:7]=[CH:8][CH:9]=1)/[CH:5]=[N:33]/[S@:31]([C:28]([CH3:30])([CH3:29])[CH3:27])=[O:32]. The yield is 0.400. (2) The reactants are [Cl:1][C:2]1[CH:3]=[C:4]2[C:9](=[CH:10][C:11]=1[OH:12])[O:8][CH:7]=[C:6]([C:13]1[CH:24]=[CH:23][C:16]([O:17][CH2:18][CH2:19][CH2:20][C:21]#[N:22])=[CH:15][CH:14]=1)[C:5]2=O.O.[NH2:27][NH2:28]. No catalyst specified. The product is [Cl:1][C:2]1[C:11]([OH:12])=[CH:10][C:9]([OH:8])=[C:4]([C:5]2[C:6]([C:13]3[CH:24]=[CH:23][C:16]([O:17][CH2:18][CH2:19][CH2:20][C:21]#[N:22])=[CH:15][CH:14]=3)=[CH:7][NH:28][N:27]=2)[CH:3]=1. The yield is 0.716. (3) The reactants are [F:1][C:2]1[CH:3]=[C:4](C(=O)C)[CH:5]=[CH:6][C:7]=1[O:8][CH3:9].ClC1C=CC=C(C(OO)=[O:21])C=1.O[Li].O.O. The catalyst is C(Cl)Cl.CO. The product is [F:1][C:2]1[CH:3]=[C:4]([OH:21])[CH:5]=[CH:6][C:7]=1[O:8][CH3:9]. The yield is 0.720. (4) The reactants are [Br:1][C:2]1[CH:3]=[CH:4][C:5]([NH2:8])=[N:6][CH:7]=1.[I:9]([O-])(=O)=O.[K+].[I-].[K+]. The catalyst is S(=O)(=O)(O)O.O. The product is [Br:1][C:2]1[CH:3]=[C:4]([I:9])[C:5]([NH2:8])=[N:6][CH:7]=1. The yield is 0.900. (5) The reactants are [NH2:1][C:2]1[S:3][C:4]2[CH:10]=[C:9]([O:11][C:12]3[CH:13]=[C:14]([CH:28]=[CH:29][CH:30]=3)[C:15]([NH:17][C:18]3[CH:23]=[CH:22][C:21]([C:24]([F:27])([F:26])[F:25])=[CH:20][CH:19]=3)=[O:16])[CH:8]=[CH:7][C:5]=2[N:6]=1.[O:31]1[CH:35]=[C:34]([C:36](O)=[O:37])[N:33]=[CH:32]1.Cl.C(N=C=NCCCN(C)C)C.ON1C2C=CC=CC=2N=N1.C(N(C(C)C)C(C)C)C. The catalyst is CN(C)C=O.O. The product is [F:26][C:24]([F:27])([F:25])[C:21]1[CH:20]=[CH:19][C:18]([NH:17][C:15]([C:14]2[CH:13]=[C:12]([CH:30]=[CH:29][CH:28]=2)[O:11][C:9]2[CH:8]=[CH:7][C:5]3[N:6]=[C:2]([NH:1][C:36]([C:34]4[N:33]=[CH:32][O:31][CH:35]=4)=[O:37])[S:3][C:4]=3[CH:10]=2)=[O:16])=[CH:23][CH:22]=1. The yield is 0.340. (6) The reactants are [Cl:1][C:2]1[CH:3]=[C:4]([CH:12]([CH2:27][CH:28]2[CH2:33][CH2:32][O:31][CH2:30][CH2:29]2)[C:13](=O)[CH2:14][CH2:15][C:16]([C:18]2[S:19][C:20]([CH:23]([OH:25])[CH3:24])=[CH:21][N:22]=2)=O)[CH:5]=[CH:6][C:7]=1[S:8]([CH3:11])(=[O:10])=[O:9].C([O-])(=O)C.[NH4+:38].[OH-].[Na+]. The catalyst is C(O)(=O)C. The product is [Cl:1][C:2]1[CH:3]=[C:4]([CH:12]([C:13]2[NH:38][C:16]([C:18]3[S:19][C:20]([CH:23]([OH:25])[CH3:24])=[CH:21][N:22]=3)=[CH:15][CH:14]=2)[CH2:27][CH:28]2[CH2:29][CH2:30][O:31][CH2:32][CH2:33]2)[CH:5]=[CH:6][C:7]=1[S:8]([CH3:11])(=[O:10])=[O:9]. The yield is 0.340.